From a dataset of Catalyst prediction with 721,799 reactions and 888 catalyst types from USPTO. Predict which catalyst facilitates the given reaction. Reactant: [C:1]([C:4]1[CH:5]=[CH:6][C:7]([Br:10])=[N:8][CH:9]=1)(=[O:3])[CH3:2].[CH3:11][N:12]([CH3:21])[C:13]1[CH:20]=[CH:19][C:16]([CH:17]=O)=[CH:15][CH:14]=1.[OH-].[K+]. Product: [Br:10][C:7]1[N:8]=[CH:9][C:4]([C:1](=[O:3])/[CH:2]=[CH:17]/[C:16]2[CH:19]=[CH:20][C:13]([N:12]([CH3:21])[CH3:11])=[CH:14][CH:15]=2)=[CH:5][CH:6]=1. The catalyst class is: 8.